Dataset: Catalyst prediction with 721,799 reactions and 888 catalyst types from USPTO. Task: Predict which catalyst facilitates the given reaction. (1) Reactant: [NH2:1][C@@H:2]([CH:25]([CH3:27])[CH3:26])[C:3]([N:5]1[C:9]2=[N:10][CH:11]=[CH:12][CH:13]=[C:8]2[CH2:7][C@H:6]1[C:14]([NH:16][C:17]1[C:22]([F:23])=[CH:21][CH:20]=[CH:19][C:18]=1[F:24])=[O:15])=[O:4].[CH2:28]([O:35][C:36]([N:38]([CH2:44][CH2:45][S:46]([CH3:49])(=[O:48])=[O:47])[C@@H:39]([CH3:43])[C:40](O)=[O:41])=[O:37])[C:29]1[CH:34]=[CH:33][CH:32]=[CH:31][CH:30]=1.CN(C(ON1N=NC2C=CC=NC1=2)=[N+](C)C)C.F[P-](F)(F)(F)(F)F.C(N(C(C)C)CC)(C)C. Product: [F:24][C:18]1[CH:19]=[CH:20][CH:21]=[C:22]([F:23])[C:17]=1[NH:16][C:14]([C@H:6]1[N:5]([C:3](=[O:4])[C@@H:2]([NH:1][C:40](=[O:41])[C@@H:39]([N:38]([CH2:44][CH2:45][S:46]([CH3:49])(=[O:48])=[O:47])[C:36](=[O:37])[O:35][CH2:28][C:29]2[CH:34]=[CH:33][CH:32]=[CH:31][CH:30]=2)[CH3:43])[CH:25]([CH3:27])[CH3:26])[C:9]2=[N:10][CH:11]=[CH:12][CH:13]=[C:8]2[CH2:7]1)=[O:15]. The catalyst class is: 3. (2) Product: [C:17]([O:16][C:14]([N:12]1[CH2:13][C:9]2[C:10](=[N:6][NH:7][C:8]=2[I:21])[CH2:11]1)=[O:15])([CH3:20])([CH3:18])[CH3:19]. Reactant: C(OC([N:6]1[C:10]2[CH2:11][N:12]([C:14]([O:16][C:17]([CH3:20])([CH3:19])[CH3:18])=[O:15])[CH2:13][C:9]=2[C:8]([I:21])=[N:7]1)=O)C.CO. The catalyst class is: 66. (3) Reactant: OO.[CH2:3]([N:5]1[CH2:13][C:12]2[C:7](=[CH:8][C:9]3[N+:17]([O-:18])=[N:16][C:15]([NH2:19])=[N:14][C:10]=3[CH:11]=2)[CH2:6]1)[CH3:4].C(O)(C(F)(F)F)=[O:21].O. Product: [CH2:3]([N:5]1[CH2:13][C:12]2[C:7](=[CH:8][C:9]3[N+:17]([O-:18])=[N:16][C:15]([NH2:19])=[N+:14]([O-:21])[C:10]=3[CH:11]=2)[CH2:6]1)[CH3:4]. The catalyst class is: 328. (4) Reactant: [F:1][C:2]1[CH:3]=[C:4]([CH:9]2[N:14](C(N[C@@H](C3C=CC=CC=3)C)=O)[C:13]([O:26][CH3:27])=[N:12][C:11]([CH2:28][CH3:29])=[C:10]2[C:30]([O:32][CH2:33][C:34]2[CH:39]=[CH:38][CH:37]=[CH:36][CH:35]=2)=[O:31])[CH:5]=[CH:6][C:7]=1[F:8].N12CCCN=C1CCCCC2. Product: [F:1][C:2]1[CH:3]=[C:4]([CH:9]2[NH:14][C:13]([O:26][CH3:27])=[N:12][C:11]([CH2:28][CH3:29])=[C:10]2[C:30]([O:32][CH2:33][C:34]2[CH:35]=[CH:36][CH:37]=[CH:38][CH:39]=2)=[O:31])[CH:5]=[CH:6][C:7]=1[F:8]. The catalyst class is: 2.